From a dataset of CYP2C19 inhibition data for predicting drug metabolism from PubChem BioAssay. Regression/Classification. Given a drug SMILES string, predict its absorption, distribution, metabolism, or excretion properties. Task type varies by dataset: regression for continuous measurements (e.g., permeability, clearance, half-life) or binary classification for categorical outcomes (e.g., BBB penetration, CYP inhibition). Dataset: cyp2c19_veith. (1) The drug is CC(=O)Nc1cccc(C(=O)OCc2ccc(C(=O)Oc3ccc(Cl)cc3)cc2)c1. The result is 1 (inhibitor). (2) The drug is Oc1ccc2c3c1O[C@H]1c4[nH]c5ccccc5c4C[C@]4(O)[C@H](C2)N(CC2CC2)CC[C@@]314. The result is 1 (inhibitor). (3) The result is 0 (non-inhibitor). The molecule is Cc1cc(OC(=O)c2cc(F)c(F)cc2Cl)nc(C)n1. (4) The molecule is COc1ccc(OC)c(C2C(C(=O)Nc3nc4ccccc4s3)=C(C)NC3=C2C(=O)CCC3)c1. The result is 1 (inhibitor). (5) The compound is O=C(Cn1ccc(=O)[nH]c1=O)Nc1ccc(C(=O)O)c(O)c1. The result is 0 (non-inhibitor). (6) The molecule is COC(=O)c1ccc(NC(=O)c2ccccc2NS(=O)(=O)c2ccccc2)cc1. The result is 1 (inhibitor). (7) The compound is NC(=O)CCCCn1ccc(NC(N)=NCC(F)(F)F)n1. The result is 0 (non-inhibitor). (8) The molecule is Br.N=c1n(CCN2CCOCC2)c2ccccc2n1CC(=O)c1ccc(Cl)c(Cl)c1. The result is 1 (inhibitor). (9) The compound is C[C@@H]1CC[C@H]2C(=O)NC[C@@H](O)CN2[C@@H]1c1ccc(Br)cc1. The result is 1 (inhibitor). (10) The compound is COCCN(C(=O)c1ccco1)c1nnc(-c2ccc(OC)cc2)s1. The result is 1 (inhibitor).